Dataset: Forward reaction prediction with 1.9M reactions from USPTO patents (1976-2016). Task: Predict the product of the given reaction. (1) The product is: [Br:1][C:2]1[CH:3]=[C:4]2[C:8](=[CH:9][CH:10]=1)[N:7]([S:15]([CH:20]([CH3:24])[CH3:21])(=[O:17])=[O:16])[N:6]=[CH:5]2. Given the reactants [Br:1][C:2]1[CH:3]=[C:4]2[C:8](=[CH:9][CH:10]=1)[NH:7][N:6]=[CH:5]2.[H-].[Na+].CN(C)[S:15](Cl)(=[O:17])=[O:16].[CH2:20]1[CH2:24]OC[CH2:21]1, predict the reaction product. (2) Given the reactants [CH3:1][C:2]1[O:6][N:5]=[C:4]([C:7]2[CH:8]=[C:9]([CH:18]=[CH:19][CH:20]=2)[O:10][CH:11]([CH2:15][CH2:16][CH3:17])[C:12](Cl)=[O:13])[N:3]=1.[N:21]1([C:27]2[CH:33]=[CH:32][C:30]([NH2:31])=[CH:29][CH:28]=2)[CH2:26][CH2:25][O:24][CH2:23][CH2:22]1, predict the reaction product. The product is: [N:21]1([C:27]2[CH:28]=[CH:29][C:30]([NH:31][C:12](=[O:13])[CH:11]([O:10][C:9]3[CH:18]=[CH:19][CH:20]=[C:7]([C:4]4[N:3]=[C:2]([CH3:1])[O:6][N:5]=4)[CH:8]=3)[CH2:15][CH2:16][CH3:17])=[CH:32][CH:33]=2)[CH2:22][CH2:23][O:24][CH2:25][CH2:26]1.